Dataset: Catalyst prediction with 721,799 reactions and 888 catalyst types from USPTO. Task: Predict which catalyst facilitates the given reaction. (1) Reactant: [O:1]1[CH2:6][CH2:5][CH:4]([C:7]2[S:11][CH:10]=[C:9]([C:12]([OH:14])=O)[CH:8]=2)[CH2:3][CH2:2]1.CCN(C(C)C)C(C)C.CN(C(ON1N=N[C:34]2[CH:35]=[CH:36][CH:37]=[N:38][C:33]1=2)=[N+](C)C)C.F[P-](F)(F)(F)(F)F.N1CCCCC1. Product: [N:38]1([C:12]([C:9]2[CH:8]=[C:7]([CH:4]3[CH2:3][CH2:2][O:1][CH2:6][CH2:5]3)[S:11][CH:10]=2)=[O:14])[CH2:33][CH2:34][CH2:35][CH2:36][CH2:37]1. The catalyst class is: 3. (2) Reactant: [NH2:1][C:2]1[N:7]=[C:6]([NH2:8])[C:5]([NH2:9])=[C:4]([OH:10])[N:3]=1.[ClH:11]. Product: [ClH:11].[ClH:11].[NH2:1][C:2]1[N:3]=[C:4]([OH:10])[C:5]([NH2:9])=[C:6]([NH2:8])[N:7]=1. The catalyst class is: 5.